Dataset: Catalyst prediction with 721,799 reactions and 888 catalyst types from USPTO. Task: Predict which catalyst facilitates the given reaction. (1) Reactant: [CH3:1][N:2]([CH2:4][C-:5]1[CH:9]=[CH:8][CH:7]=[CH:6]1)[CH3:3].[CH-]1C=CC=C1.[Fe+2:15].C([Li])CCC.CN(CCN(C)C)C.C(=O)=O.CC(C)=O.Cl[Si:37]([C:50]1[CH:55]=[CH:54][CH:53]=[CH:52][CH:51]=1)([C:44]1[CH:49]=[CH:48][CH:47]=[CH:46][CH:45]=1)[C:38]1[CH:43]=[CH:42][CH:41]=[CH:40][CH:39]=1.C(OCC)C. Product: [CH3:1][N:2]([CH2:4][C-:5]1[CH:9]=[CH:8][CH:7]=[C:6]1[Si:37]([C:44]1[CH:45]=[CH:46][CH:47]=[CH:48][CH:49]=1)([C:50]1[CH:55]=[CH:54][CH:53]=[CH:52][CH:51]=1)[C:38]1[CH:39]=[CH:40][CH:41]=[CH:42][CH:43]=1)[CH3:3].[CH-:5]1[CH:9]=[CH:8][CH:7]=[CH:6]1.[Fe+2:15]. The catalyst class is: 1. (2) Reactant: [F:1][C:2]([F:23])([F:22])[S:3]([NH:6][CH2:7][CH2:8][CH2:9][CH2:10][NH:11][CH2:12][C:13]1[N:18]2[CH:19]=[CH:20][N:21]=[C:17]2[CH:16]=[CH:15][CH:14]=1)(=[O:5])=[O:4].[CH2:24]=O. Product: [F:23][C:2]([F:1])([F:22])[S:3]([NH:6][CH2:7][CH2:8][CH2:9][CH2:10][N:11]1[CH2:12][C:13]2[N:18]3[C:19](=[CH:20][N:21]=[C:17]3[CH:16]=[CH:15][CH:14]=2)[CH2:24]1)(=[O:5])=[O:4]. The catalyst class is: 15. (3) Reactant: [Br:1][C:2]1[CH:7]=[CH:6][C:5](I)=[CH:4][C:3]=1[O:9][CH3:10].[NH2:11][C:12]1[CH:16]=[CH:15][NH:14][N:13]=1.C(=NO)C1C(=CC=CC=1)O.C([O-])([O-])=O.[Cs+].[Cs+]. Product: [Br:1][C:2]1[CH:7]=[CH:6][C:5]([N:14]2[CH:15]=[CH:16][C:12]([NH2:11])=[N:13]2)=[CH:4][C:3]=1[O:9][CH3:10]. The catalyst class is: 3. (4) Reactant: [Br:1][C:2]1[CH:3]=[C:4]2[C:8](=[CH:9][CH:10]=1)[NH:7][C:6](=[O:11])[C:5]2=[CH:12][C:13]1[NH:14][C:15]2[CH2:16][CH2:17][CH2:18][CH2:19][C:20]=2[C:21]=1[CH2:22][CH2:23][C:24](O)=[O:25].C(N1C=CN=C1)(N1C=CN=C1)=O.[NH2:39][CH2:40][CH2:41][N:42]1[CH2:47][CH2:46][O:45][CH2:44][CH2:43]1.O. Product: [Br:1][C:2]1[CH:3]=[C:4]2[C:8](=[CH:9][CH:10]=1)[NH:7][C:6](=[O:11])[C:5]2=[CH:12][C:13]1[NH:14][C:15]2[CH2:16][CH2:17][CH2:18][CH2:19][C:20]=2[C:21]=1[CH2:22][CH2:23][C:24]([NH:39][CH2:40][CH2:41][N:42]1[CH2:47][CH2:46][O:45][CH2:44][CH2:43]1)=[O:25]. The catalyst class is: 9. (5) Reactant: [I-].C1([P+](C2C=CC=CC=2)(C2C=CC=CC=2)[CH2:9][CH:10]2[CH2:15][CH2:14][O:13][CH2:12][CH2:11]2)C=CC=CC=1.[Br:28][C:29]1[CH:30]=[C:31]([C:39](=O)[C:40]([O:42][CH2:43][CH3:44])=[O:41])[CH:32]=[CH:33][C:34]=1[S:35][CH:36]1[CH2:38][CH2:37]1.Cl. Product: [Br:28][C:29]1[CH:30]=[C:31]([C:39](=[CH:9][CH:10]2[CH2:11][CH2:12][O:13][CH2:14][CH2:15]2)[C:40]([O:42][CH2:43][CH3:44])=[O:41])[CH:32]=[CH:33][C:34]=1[S:35][CH:36]1[CH2:38][CH2:37]1. The catalyst class is: 1. (6) Product: [Br:17][CH2:18][CH2:19][CH2:20][C:21]([CH3:28])([CH3:27])[CH2:22][OH:23]. The catalyst class is: 2. Reactant: BrCCCCC(C)(C1C=CC(C)=CC=1)CO.[Br:17][CH2:18][CH2:19][CH2:20][C:21]([CH3:28])([CH3:27])[C:22](OCC)=[O:23].[Li+].[BH4-].CO. (7) Reactant: [OH:1][C:2]1[CH:7]=[CH:6][C:5]([C:8]2[O:17][C:11]3[NH:12][CH:13]=[CH:14][C:15](=O)[C:10]=3[C:9]=2[C:18]2[CH:23]=[CH:22][CH:21]=[CH:20][CH:19]=2)=[CH:4][CH:3]=1.C(Cl)(Cl)[Cl:25].C(Cl)(=O)C(Cl)=O. Product: [Cl:25][C:15]1[CH:14]=[CH:13][N:12]=[C:11]2[O:17][C:8]([C:5]3[CH:6]=[CH:7][C:2]([OH:1])=[CH:3][CH:4]=3)=[C:9]([C:18]3[CH:23]=[CH:22][CH:21]=[CH:20][CH:19]=3)[C:10]=12. The catalyst class is: 3. (8) Reactant: [F:1][C:2]([F:20])([F:19])[CH:3]1[CH2:8][CH2:7][CH:6]([O:9][C:10]2[CH:11]=[C:12]3[C:16](=[CH:17][CH:18]=2)[NH:15][CH2:14][CH2:13]3)[CH2:5][CH2:4]1.CCN(C(C)C)C(C)C.[Cl:30][CH2:31][C:32](Cl)=[O:33]. Product: [Cl:30][CH2:31][C:32]([N:15]1[C:16]2[C:12](=[CH:11][C:10]([O:9][CH:6]3[CH2:5][CH2:4][CH:3]([C:2]([F:1])([F:19])[F:20])[CH2:8][CH2:7]3)=[CH:18][CH:17]=2)[CH2:13][CH2:14]1)=[O:33]. The catalyst class is: 2. (9) Reactant: [CH2:1]([O:3][C:4](=[O:24])[CH:5]([C:17]1[CH:18]=[C:19]([CH3:23])[CH:20]=[CH:21][CH:22]=1)[CH:6]([OH:16])[C:7]1[CH:8]=[CH:9][C:10]2[N:11]([N:13]=[CH:14][N:15]=2)[CH:12]=1)[CH3:2].CC(OI1(OC(C)=O)(OC(C)=O)OC(=O)C2C=CC=CC1=2)=O. Product: [CH2:1]([O:3][C:4](=[O:24])[CH:5]([C:17]1[CH:18]=[C:19]([CH3:23])[CH:20]=[CH:21][CH:22]=1)[C:6](=[O:16])[C:7]1[CH:8]=[CH:9][C:10]2[N:11]([N:13]=[CH:14][N:15]=2)[CH:12]=1)[CH3:2]. The catalyst class is: 2. (10) Reactant: [Cl:1][C:2]1[CH:3]=[C:4]([CH:21]=[CH:22][CH:23]=1)[CH2:5][NH:6][C:7]1[N:20]=[C:10]2[C:11]([O:18][CH3:19])=[CH:12][C:13]([C:15]([OH:17])=O)=[CH:14][N:9]2[N:8]=1.[CH3:24][C:25]1([CH2:32][CH:33]([OH:35])[CH3:34])[O:30][CH2:29][C@@H:28]([CH3:31])[NH:27][CH2:26]1.C(N(CC)C(C)C)(C)C.CN(C(ON1N=NC2C=CC=NC1=2)=[N+](C)C)C.F[P-](F)(F)(F)(F)F. Product: [Cl:1][C:2]1[CH:3]=[C:4]([CH:21]=[CH:22][CH:23]=1)[CH2:5][NH:6][C:7]1[N:20]=[C:10]2[C:11]([O:18][CH3:19])=[CH:12][C:13]([C:15]([N:27]3[C@H:28]([CH3:31])[CH2:29][O:30][C:25]([CH2:32][CH:33]([OH:35])[CH3:34])([CH3:24])[CH2:26]3)=[O:17])=[CH:14][N:9]2[N:8]=1. The catalyst class is: 9.